From a dataset of Full USPTO retrosynthesis dataset with 1.9M reactions from patents (1976-2016). Predict the reactants needed to synthesize the given product. Given the product [OH:8][C:9]1[CH:14]=[C:13]([CH2:15][CH2:16][CH2:17][C:18]2[CH:23]=[CH:22][CH:21]=[CH:20][CH:19]=2)[CH:12]=[CH:11][C:10]=1[N:24]1[S:28](=[O:30])(=[O:29])[NH:27][C:26](=[O:31])[CH2:25]1, predict the reactants needed to synthesize it. The reactants are: C([O:8][C:9]1[CH:14]=[C:13](/[CH:15]=[CH:16]/[CH2:17][C:18]2[CH:23]=[CH:22][CH:21]=[CH:20][CH:19]=2)[CH:12]=[CH:11][C:10]=1[N:24]1[S:28](=[O:30])(=[O:29])[NH:27][C:26](=[O:31])[CH2:25]1)C1C=CC=CC=1.